Dataset: Reaction yield outcomes from USPTO patents with 853,638 reactions. Task: Predict the reaction yield, written as a fraction of the theoretical maximum amount of product (1.0 means a 100% yield; for example, 0.34 means a 34% yield). (1) The reactants are [Cl:1][C:2]1[CH:3]=[C:4]2[C:12](=[C:13]([F:15])[CH:14]=1)[NH:11][C:10]1[C:9](=[O:16])[CH2:8][CH2:7][CH2:6][C:5]2=1.[C:17]([Si](C)(C)C)([F:20])([F:19])[F:18].[F-].[Cs+]. The catalyst is C1COCC1. The product is [Cl:1][C:2]1[CH:3]=[C:4]2[C:12](=[C:13]([F:15])[CH:14]=1)[NH:11][C:10]1[C:9]([C:17]([F:20])([F:19])[F:18])([OH:16])[CH2:8][CH2:7][CH2:6][C:5]2=1. The yield is 0.0800. (2) The reactants are Cl.[NH2:2][C@@H:3]1[CH2:8][CH2:7][CH2:6][CH2:5][C@H:4]1[CH2:9][OH:10].C(N(CC)CC)C.[Cl:18][C:19]1[CH:24]=[CH:23][C:22]([S:25](Cl)(=[O:27])=[O:26])=[CH:21][CH:20]=1. The catalyst is ClCCl. The product is [Cl:18][C:19]1[CH:24]=[CH:23][C:22]([S:25]([NH:2][C@@H:3]2[CH2:8][CH2:7][CH2:6][CH2:5][C@H:4]2[CH2:9][OH:10])(=[O:27])=[O:26])=[CH:21][CH:20]=1. The yield is 0.780. (3) The reactants are [Br:1][C:2]1[CH:3]=[C:4]2[N:10]=[CH:9][N:8]([CH2:11][C:12]3[CH:22]=[CH:21][C:15]4[N:16]=[C:17]([S:19][CH3:20])[O:18][C:14]=4[CH:13]=3)[C:5]2=[N:6][CH:7]=1.C1C=C(Cl)C=C(C(OO)=[O:31])C=1. The catalyst is C(Cl)Cl. The product is [Br:1][C:2]1[CH:3]=[C:4]2[N:10]=[CH:9][N:8]([CH2:11][C:12]3[CH:22]=[CH:21][C:15]4[N:16]=[C:17]([S:19]([CH3:20])=[O:31])[O:18][C:14]=4[CH:13]=3)[C:5]2=[N:6][CH:7]=1. The yield is 0.737.